From a dataset of Reaction yield outcomes from USPTO patents with 853,638 reactions. Predict the reaction yield, written as a fraction of the theoretical maximum amount of product (1.0 means a 100% yield; for example, 0.34 means a 34% yield). (1) The reactants are [OH:1][C:2]1[CH:3]=[C:4]([CH:7]=[CH:8][CH:9]=1)[CH:5]=[O:6].Cl[C:11]1[N:16]=[CH:15][CH:14]=[CH:13][N:12]=1.C([O-])([O-])=O.[K+].[K+].O. The product is [N:12]1[CH:13]=[CH:14][CH:15]=[N:16][C:11]=1[O:1][C:2]1[CH:3]=[C:4]([CH:7]=[CH:8][CH:9]=1)[CH:5]=[O:6]. The catalyst is CS(C)=O. The yield is 0.710. (2) The reactants are [F:1][C:2]1[CH:7]=[CH:6][C:5]([N:8]2[C:12](=[O:13])[N:11]([CH3:14])[N:10]=[N:9]2)=[C:4]([O:15]C(C)C)[CH:3]=1.[N+:19]([O-])([OH:21])=[O:20]. The catalyst is OS(O)(=O)=O. The product is [F:1][C:2]1[C:7]([N+:19]([O-:21])=[O:20])=[CH:6][C:5]([N:8]2[C:12](=[O:13])[N:11]([CH3:14])[N:10]=[N:9]2)=[C:4]([OH:15])[CH:3]=1. The yield is 0.830. (3) The catalyst is CN(C=O)C.[Cl-].[Na+].O. The product is [Cl:36][C:32]1[CH:31]=[C:30]([N:27]2[N:26]=[C:25]([CH:23]([S:21][C:11]3[N:10]([CH:7]4[CH2:9][CH2:8]4)[C:14]([C:15]4[CH:20]=[CH:19][N:18]=[CH:17][CH:16]=4)=[N:13][N:12]=3)[CH3:24])[CH:29]=[N:28]2)[CH:35]=[CH:34][CH:33]=1. The yield is 0.680. The reactants are C([O-])([O-])=O.[Cs+].[Cs+].[CH:7]1([N:10]2[C:14]([C:15]3[CH:20]=[CH:19][N:18]=[CH:17][CH:16]=3)=[N:13][NH:12][C:11]2=[S:21])[CH2:9][CH2:8]1.Cl[CH:23]([C:25]1[CH:29]=[N:28][N:27]([C:30]2[CH:35]=[CH:34][CH:33]=[C:32]([Cl:36])[CH:31]=2)[N:26]=1)[CH3:24]. (4) The reactants are [OH:1][CH2:2][CH:3]1[N:8](C(OC(C)(C)C)=O)[CH2:7][C:6]2[C:16]([C:19]3[CH:24]=[CH:23][CH:22]=[CH:21][CH:20]=3)=[N:17][NH:18][C:5]=2[CH2:4]1.C(OCC)(=O)C. The catalyst is O1CCOCC1. The product is [C:19]1([C:16]2[C:6]3[CH2:7][NH:8][CH:3]([CH2:2][OH:1])[CH2:4][C:5]=3[NH:18][N:17]=2)[CH:20]=[CH:21][CH:22]=[CH:23][CH:24]=1. The yield is 1.00. (5) The reactants are Br[C:2]1[C:10]2[N:9]=[C:8]([CH3:11])[N:7]([CH2:12][C:13]3[CH:18]=[CH:17][CH:16]=[C:15]([C:19]([F:22])([F:21])[F:20])[C:14]=3[CH3:23])[C:6]=2[CH:5]=[C:4]([N:24]2[CH2:29][CH2:28][O:27][CH2:26][CH2:25]2)[CH:3]=1.[CH3:30]B1OB(C)OB(C)O1.C(=O)([O-])[O-].[K+].[K+].O. The catalyst is O1CCOCC1.C1C=CC([P]([Pd]([P](C2C=CC=CC=2)(C2C=CC=CC=2)C2C=CC=CC=2)([P](C2C=CC=CC=2)(C2C=CC=CC=2)C2C=CC=CC=2)[P](C2C=CC=CC=2)(C2C=CC=CC=2)C2C=CC=CC=2)(C2C=CC=CC=2)C2C=CC=CC=2)=CC=1. The product is [CH3:11][C:8]1[N:7]([CH2:12][C:13]2[CH:18]=[CH:17][CH:16]=[C:15]([C:19]([F:20])([F:22])[F:21])[C:14]=2[CH3:23])[C:6]2[CH:5]=[C:4]([N:24]3[CH2:25][CH2:26][O:27][CH2:28][CH2:29]3)[CH:3]=[C:2]([CH3:30])[C:10]=2[N:9]=1. The yield is 0.425.